This data is from Forward reaction prediction with 1.9M reactions from USPTO patents (1976-2016). The task is: Predict the product of the given reaction. (1) Given the reactants C[O:2][C:3](=[O:34])[CH2:4][O:5][C:6]1[CH:14]=[CH:13][CH:12]=[C:11]2[C:7]=1[C:8]([C:29](=[O:33])[C:30]([NH2:32])=[O:31])=[C:9]([CH3:28])[N:10]2[CH2:15][C:16]1[CH:17]=[C:18]([C:22]2[CH:27]=[CH:26][CH:25]=[CH:24][CH:23]=2)[CH:19]=[CH:20][CH:21]=1.CO.[Na], predict the reaction product. The product is: [NH2:32][C:30](=[O:31])[C:29]([C:8]1[C:7]2[C:11](=[CH:12][CH:13]=[CH:14][C:6]=2[O:5][CH2:4][C:3]([OH:34])=[O:2])[N:10]([CH2:15][C:16]2[CH:17]=[C:18]([C:22]3[CH:23]=[CH:24][CH:25]=[CH:26][CH:27]=3)[CH:19]=[CH:20][CH:21]=2)[C:9]=1[CH3:28])=[O:33]. (2) Given the reactants [Cl:1][C:2]1[CH:15]=[CH:14][C:5]([CH2:6][NH:7]C(=O)C(F)(F)F)=[CH:4][C:3]=1[C:16]1[NH:20][C:19](=[O:21])[N:18]([CH:22]2[CH2:27][CH2:26][C:25]([CH3:29])([CH3:28])[CH2:24][CH2:23]2)[N:17]=1.[OH-].[K+].O, predict the reaction product. The product is: [NH2:7][CH2:6][C:5]1[CH:14]=[CH:15][C:2]([Cl:1])=[C:3]([C:16]2[NH:20][C:19](=[O:21])[N:18]([CH:22]3[CH2:23][CH2:24][C:25]([CH3:28])([CH3:29])[CH2:26][CH2:27]3)[N:17]=2)[CH:4]=1. (3) Given the reactants C(O[C:6]([NH:8][N:9]([CH:17]1[CH2:19][CH2:18]1)[C:10](=[O:16])OC(C)(C)C)=O)(C)(C)C.C(O)(=O)/[C:21](=[C:23](\C=O)/[Cl:24])/[Cl:22].O, predict the reaction product. The product is: [Cl:22][C:21]1[C:10](=[O:16])[N:9]([CH:17]2[CH2:18][CH2:19]2)[N:8]=[CH:6][C:23]=1[Cl:24]. (4) The product is: [C:22]([C:32]([NH:34][C@H:35]([C:39]([NH:42][C@H:43]([C:48]([OH:50])=[O:49])[CH2:44][C:45]([OH:47])=[O:46])=[O:41])[CH:36]([CH3:37])[CH3:38])=[O:33])([O:24][CH2:25][C:26]1[CH:27]=[CH:28][CH:29]=[CH:30][CH:31]=1)=[O:23]. Given the reactants C1C=CC2N(O)N=NC=2C=1.CCN=C=NCCCN(C)C.[C:22]([C:32]([NH:34][C@H:35]([C:39]([OH:41])=O)[CH:36]([CH3:38])[CH3:37])=[O:33])([O:24][CH2:25][C:26]1[CH:31]=[CH:30][CH:29]=[CH:28][CH:27]=1)=[O:23].[NH2:42][C@H:43]([C:48]([OH:50])=[O:49])[CH2:44][C:45]([OH:47])=[O:46].CN1CCOCC1, predict the reaction product. (5) Given the reactants [NH2:1][C:2]1[CH:3]=[CH:4][C:5]([N:8]2[CH:12]=[C:11]([CH2:13][CH2:14][CH2:15][O:16][C:17]3[C:22]([O:23][CH3:24])=[CH:21][CH:20]=[CH:19][C:18]=3[CH2:25][C:26]([O:28]C)=[O:27])[C:10]([CH:30]([CH3:32])[CH3:31])=[N:9]2)=[N:6][CH:7]=1.CN(C)C=O.[C:38](OC(=O)C)(=[O:40])[CH3:39], predict the reaction product. The product is: [C:38]([NH:1][C:2]1[CH:3]=[CH:4][C:5]([N:8]2[CH:12]=[C:11]([CH2:13][CH2:14][CH2:15][O:16][C:17]3[C:22]([O:23][CH3:24])=[CH:21][CH:20]=[CH:19][C:18]=3[CH2:25][C:26]([OH:28])=[O:27])[C:10]([CH:30]([CH3:31])[CH3:32])=[N:9]2)=[N:6][CH:7]=1)(=[O:40])[CH3:39]. (6) Given the reactants [CH2:1]([C:3]1[CH2:7][CH:6]=[C:5]([C:8]([CH3:11])([CH3:10])[CH3:9])[CH:4]=1)[CH3:2].CCCCCC.C([Li])CCC.CN1CCN(C)C1=O.[C:31]([C:39]1[CH:44]=[CH:43][CH:42]=[CH:41][CH:40]=1)(=O)[C:32]1[CH:37]=[CH:36][CH:35]=[CH:34][CH:33]=1.Cl, predict the reaction product. The product is: [C:8]([C:5]1[CH:4]=[C:3]([CH2:1][CH3:2])[C:7](=[C:31]([C:39]2[CH:44]=[CH:43][CH:42]=[CH:41][CH:40]=2)[C:32]2[CH:37]=[CH:36][CH:35]=[CH:34][CH:33]=2)[CH:6]=1)([CH3:11])([CH3:10])[CH3:9].